Dataset: Reaction yield outcomes from USPTO patents with 853,638 reactions. Task: Predict the reaction yield, written as a fraction of the theoretical maximum amount of product (1.0 means a 100% yield; for example, 0.34 means a 34% yield). (1) The reactants are [CH2:1]([C:13]1[CH:18]=[CH:17][C:16]([S:19](Cl)(=[O:21])=[O:20])=[CH:15][CH:14]=1)[CH2:2][CH2:3][CH2:4][CH2:5][CH2:6][CH2:7][CH2:8][CH2:9][CH2:10][CH2:11][CH3:12].[NH2:23][C:24]1[S:28][C:27]([CH2:29][C:30]([O:32][CH2:33][CH3:34])=[O:31])=[N:26][N:25]=1.Cl. The catalyst is N1C=CC=CC=1. The product is [CH2:1]([C:13]1[CH:18]=[CH:17][C:16]([S:19]([NH:23][C:24]2[S:28][C:27]([CH2:29][C:30]([O:32][CH2:33][CH3:34])=[O:31])=[N:26][N:25]=2)(=[O:21])=[O:20])=[CH:15][CH:14]=1)[CH2:2][CH2:3][CH2:4][CH2:5][CH2:6][CH2:7][CH2:8][CH2:9][CH2:10][CH2:11][CH3:12]. The yield is 0.430. (2) The reactants are [CH3:1][CH:2]([CH3:12])[CH2:3][CH:4](Br)[CH2:5][C:6]([O:8][CH2:9][CH3:10])=[O:7].C1CCN2C(=NCCC2)CC1.O.[N+:25]([CH3:28])([O-:27])=[O:26]. No catalyst specified. The product is [CH3:1][CH:2]([CH3:12])[CH2:3][CH:4]([CH2:28][N+:25]([O-:27])=[O:26])[CH2:5][C:6]([O:8][CH2:9][CH3:10])=[O:7]. The yield is 0.960. (3) The product is [Cl:24][C:13]1[N:14]([CH:15]([CH3:16])[CH3:17])[C:10]([CH2:9][S:8][C:6]2[N:5]=[C:4]([OH:18])[CH:3]=[C:2]([CH3:1])[N:7]=2)=[CH:11][N:12]=1. The catalyst is C1COCC1.CO. The yield is 0.870. The reactants are [CH3:1][C:2]1[N:7]=[C:6]([S:8][CH2:9][C:10]2[N:14]([CH:15]([CH3:17])[CH3:16])[CH:13]=[N:12][CH:11]=2)[N:5]=[C:4]([OH:18])[CH:3]=1.[Li]CCCC.[Cl:24]C(Cl)(Cl)C(Cl)(Cl)Cl. (4) The reactants are Br[C:2]1([CH:9]=[CH:8][CH:7]=[CH:6][CH2:5]1)[CH:3]=[CH2:4].[Li]C(C)(C)C.[I:15][C:16]1[C:24]2[C:19](=[CH:20][C:21](I)=[CH:22][CH:23]=2)[N:18]([CH2:26][O:27][CH2:28][CH2:29][Si:30]([CH3:33])([CH3:32])[CH3:31])[N:17]=1. The catalyst is C1COCC1.[Cl-].[Zn+2].[Cl-].C1C=CC([P]([Pd]([P](C2C=CC=CC=2)(C2C=CC=CC=2)C2C=CC=CC=2)([P](C2C=CC=CC=2)(C2C=CC=CC=2)C2C=CC=CC=2)[P](C2C=CC=CC=2)(C2C=CC=CC=2)C2C=CC=CC=2)(C2C=CC=CC=2)C2C=CC=CC=2)=CC=1. The product is [I:15][C:16]1[C:24]2[C:19](=[CH:20][C:21]([C:3]([C:2]3[CH:9]=[CH:8][CH:7]=[CH:6][CH:5]=3)=[CH2:4])=[CH:22][CH:23]=2)[N:18]([CH2:26][O:27][CH2:28][CH2:29][Si:30]([CH3:33])([CH3:32])[CH3:31])[N:17]=1. The yield is 0.700. (5) The reactants are [NH2:1][CH:2]([C:6]([OH:8])=[O:7])[CH:3]([CH3:5])[CH3:4].C(N(CC)CC)C.[CH2:16]([O:20][C:21]1[CH:26]=[CH:25][C:24]([S:27](Cl)(=[O:29])=[O:28])=[CH:23][CH:22]=1)[C:17]#[C:18][CH3:19]. The catalyst is C1COCC1.O.C(OCC)(=O)C. The product is [CH2:16]([O:20][C:21]1[CH:26]=[CH:25][C:24]([S:27]([NH:1][CH:2]([CH:3]([CH3:5])[CH3:4])[C:6]([OH:8])=[O:7])(=[O:29])=[O:28])=[CH:23][CH:22]=1)[C:17]#[C:18][CH3:19]. The yield is 0.280. (6) The reactants are [F:1][C:2]([F:12])([C:5]1[CH:10]=[CH:9][CH:8]=[C:7]([CH3:11])[CH:6]=1)[CH2:3][OH:4].[Br:13][CH2:14][CH2:15][CH2:16][CH2:17][CH2:18][CH2:19]OCC(F)(F)CCC1C=CC=CC=1. No catalyst specified. The product is [Br:13][CH2:14][CH2:15][CH2:16][CH2:17][CH2:18][CH2:19][O:4][CH2:3][C:2]([C:5]1[CH:10]=[CH:9][CH:8]=[C:7]([CH3:11])[CH:6]=1)([F:12])[F:1]. The yield is 1.00.